From a dataset of Catalyst prediction with 721,799 reactions and 888 catalyst types from USPTO. Predict which catalyst facilitates the given reaction. (1) Reactant: [I:1][C:2]1[C:10]2[NH:9][C:8]3[CH2:11][CH2:12][NH:13][CH2:14][C:7]=3[C:6]=2[CH:5]=[CH:4][CH:3]=1.C([O-])([O-])=O.[Na+].[Na+].[CH3:21][C:22]([O:25][C:26](O[C:26]([O:25][C:22]([CH3:24])([CH3:23])[CH3:21])=[O:27])=[O:27])([CH3:24])[CH3:23].CCOC(C)=O. Product: [C:22]([O:25][C:26]([N:13]1[CH2:12][CH2:11][C:8]2[NH:9][C:10]3[C:2]([I:1])=[CH:3][CH:4]=[CH:5][C:6]=3[C:7]=2[CH2:14]1)=[O:27])([CH3:24])([CH3:23])[CH3:21]. The catalyst class is: 20. (2) Reactant: [CH3:1][N:2]1[CH2:7][CH2:6][CH:5]([C:8]([O:10][CH:11]([C:19]2[CH:24]=[CH:23][CH:22]=[C:21]([F:25])[CH:20]=2)[C:12]2[CH:17]=[CH:16][CH:15]=[C:14]([F:18])[CH:13]=2)=[O:9])[CH2:4][CH2:3]1.[Cl:26][CH2:27][C:28]([C:30]1[S:31][CH:32]=[CH:33][CH:34]=1)=[O:29]. Product: [Cl-:26].[F:25][C:21]1[CH:20]=[C:19]([CH:11]([C:12]2[CH:17]=[CH:16][CH:15]=[C:14]([F:18])[CH:13]=2)[O:10][C:8]([CH:5]2[CH2:4][CH2:3][N+:2]([CH3:1])([CH2:27][C:28](=[O:29])[C:30]3[S:31][CH:32]=[CH:33][CH:34]=3)[CH2:7][CH2:6]2)=[O:9])[CH:24]=[CH:23][CH:22]=1. The catalyst class is: 13. (3) Reactant: [CH3:1][O:2][C:3]([C:5]1[C:13]2[N:12]=[C:11]([C:14]3[C:19]([F:20])=[C:18]([F:21])[C:17]([C:22]4[CH:27]=[CH:26][C:25]([CH2:28][OH:29])=[CH:24][CH:23]=4)=[C:16]([F:30])[C:15]=3[F:31])[NH:10][C:9]=2[CH:8]=[C:7]([CH3:32])[CH:6]=1)=[O:4].[Cr](O[Cr]([O-])(=O)=O)([O-])(=O)=O.[NH+]1C=CC=CC=1.[NH+]1C=CC=CC=1. Product: [CH3:1][O:2][C:3]([C:5]1[C:13]2[N:12]=[C:11]([C:14]3[C:15]([F:31])=[C:16]([F:30])[C:17]([C:22]4[CH:23]=[CH:24][C:25]([CH:28]=[O:29])=[CH:26][CH:27]=4)=[C:18]([F:21])[C:19]=3[F:20])[NH:10][C:9]=2[CH:8]=[C:7]([CH3:32])[CH:6]=1)=[O:4]. The catalyst class is: 7.